Dataset: NCI-60 drug combinations with 297,098 pairs across 59 cell lines. Task: Regression. Given two drug SMILES strings and cell line genomic features, predict the synergy score measuring deviation from expected non-interaction effect. (1) Drug 1: C1=NC(=NC(=O)N1C2C(C(C(O2)CO)O)O)N. Drug 2: C1C(C(OC1N2C=NC(=NC2=O)N)CO)O. Cell line: K-562. Synergy scores: CSS=42.9, Synergy_ZIP=-7.58, Synergy_Bliss=-7.73, Synergy_Loewe=-0.251, Synergy_HSA=1.73. (2) Drug 1: CC1=CC2C(CCC3(C2CCC3(C(=O)C)OC(=O)C)C)C4(C1=CC(=O)CC4)C. Drug 2: CC(C1=C(C=CC(=C1Cl)F)Cl)OC2=C(N=CC(=C2)C3=CN(N=C3)C4CCNCC4)N. Cell line: 786-0. Synergy scores: CSS=-4.48, Synergy_ZIP=0.834, Synergy_Bliss=-2.18, Synergy_Loewe=-5.63, Synergy_HSA=-3.71. (3) Drug 1: C1=CC(=CC=C1CC(C(=O)O)N)N(CCCl)CCCl.Cl. Drug 2: CCC1=C2CN3C(=CC4=C(C3=O)COC(=O)C4(CC)O)C2=NC5=C1C=C(C=C5)O. Cell line: RXF 393. Synergy scores: CSS=20.7, Synergy_ZIP=-5.32, Synergy_Bliss=-2.06, Synergy_Loewe=-11.1, Synergy_HSA=-0.176. (4) Drug 1: C1=CC=C(C(=C1)C(C2=CC=C(C=C2)Cl)C(Cl)Cl)Cl. Drug 2: CC(C)(C#N)C1=CC(=CC(=C1)CN2C=NC=N2)C(C)(C)C#N. Cell line: NCI-H226. Synergy scores: CSS=-0.0315, Synergy_ZIP=1.04, Synergy_Bliss=0.655, Synergy_Loewe=-0.491, Synergy_HSA=-1.18. (5) Drug 1: C1=CC=C(C(=C1)C(C2=CC=C(C=C2)Cl)C(Cl)Cl)Cl. Drug 2: CCN(CC)CCCC(C)NC1=C2C=C(C=CC2=NC3=C1C=CC(=C3)Cl)OC. Cell line: NCIH23. Synergy scores: CSS=28.5, Synergy_ZIP=-8.98, Synergy_Bliss=-5.47, Synergy_Loewe=-3.12, Synergy_HSA=-1.78. (6) Drug 1: CC1=C(C=C(C=C1)NC2=NC=CC(=N2)N(C)C3=CC4=NN(C(=C4C=C3)C)C)S(=O)(=O)N.Cl. Drug 2: C1CCC(C(C1)N)N.C(=O)(C(=O)[O-])[O-].[Pt+4]. Cell line: SF-268. Synergy scores: CSS=-0.562, Synergy_ZIP=-1.09, Synergy_Bliss=0.879, Synergy_Loewe=-17.6, Synergy_HSA=-1.77.